This data is from Full USPTO retrosynthesis dataset with 1.9M reactions from patents (1976-2016). The task is: Predict the reactants needed to synthesize the given product. Given the product [CH3:7][NH:8][CH2:9][CH2:10][N:11]1[CH2:4][CH2:3][N:14]([CH3:15])[CH2:13][CH2:12]1, predict the reactants needed to synthesize it. The reactants are: C(Cl)(=O)O[CH2:3][CH3:4].[CH3:7][NH:8][CH2:9][CH2:10][N:11]1C[CH2:15][NH:14][CH2:13][CH2:12]1.C(N(CC)CC)C.[H-].[H-].[H-].[H-].[Li+].[Al+3].[OH-].[Na+].[O-]S([O-])(=O)=O.[Mg+2].